Dataset: Reaction yield outcomes from USPTO patents with 853,638 reactions. Task: Predict the reaction yield, written as a fraction of the theoretical maximum amount of product (1.0 means a 100% yield; for example, 0.34 means a 34% yield). (1) The reactants are [CH2:1]([C:8]([CH2:29][CH3:30])=[C:9]([C:16]1[CH:21]=[CH:20][C:19]([NH:22][C:23](=[O:28])[C:24]([F:27])([F:26])[F:25])=[CH:18][CH:17]=1)[C:10]1[CH:15]=[CH:14][CH:13]=[CH:12][CH:11]=1)[C:2]1[CH:7]=[CH:6][CH:5]=[CH:4][CH:3]=1.C(=O)([O-])[O-].[K+].[K+].Br[CH2:38][CH2:39][CH2:40][O:41][CH:42]1[CH2:47][CH2:46][CH2:45][CH2:44][O:43]1. The catalyst is CN(C=O)C.C(Cl)Cl. The product is [CH2:1]([C:8]([CH2:29][CH3:30])=[C:9]([C:16]1[CH:17]=[CH:18][C:19]([N:22]([CH2:38][CH2:39][CH2:40][O:41][CH:42]2[CH2:47][CH2:46][CH2:45][CH2:44][O:43]2)[C:23](=[O:28])[C:24]([F:27])([F:25])[F:26])=[CH:20][CH:21]=1)[C:10]1[CH:15]=[CH:14][CH:13]=[CH:12][CH:11]=1)[C:2]1[CH:7]=[CH:6][CH:5]=[CH:4][CH:3]=1. The yield is 0.930. (2) The reactants are [CH2:1]([NH:5][C:6]1[CH:7]=[CH:8][C:9]2[N:10]([C:12]([C:15]3[CH:31]=[CH:30][C:18]([C:19]([NH:21][CH2:22][CH:23]4[CH2:27][O:26]C(C)(C)[O:24]4)=[O:20])=[CH:17][CH:16]=3)=[CH:13][N:14]=2)[N:11]=1)[CH2:2][CH2:3][CH3:4].CC(O)=O. The catalyst is O. The product is [CH2:1]([NH:5][C:6]1[CH:7]=[CH:8][C:9]2[N:10]([C:12]([C:15]3[CH:31]=[CH:30][C:18]([C:19]([NH:21][CH2:22][CH:23]([OH:24])[CH2:27][OH:26])=[O:20])=[CH:17][CH:16]=3)=[CH:13][N:14]=2)[N:11]=1)[CH2:2][CH2:3][CH3:4]. The yield is 0.790. (3) The reactants are NCCCCCCN.[CH2:9]([P:11]([CH2:18][CH2:19][CH:20]=[O:21])(=[O:17])[O:12][CH2:13][CH2:14][CH2:15][CH3:16])[CH3:10].[H][H]. The catalyst is [Ni].[OH-].[K+].O. The product is [CH2:9]([P:11]([CH2:18][CH2:19][CH2:20][OH:21])(=[O:17])[O:12][CH2:13][CH2:14][CH2:15][CH3:16])[CH3:10]. The yield is 0.830. (4) The reactants are [Cl-].O[NH3+:3].[C:4](=[O:7])([O-])[OH:5].[Na+].CS(C)=O.[CH3:13][C:14]1([CH3:51])[CH2:18][C:17]2[CH:19]=[CH:20][CH:21]=[C:22]([O:23][C:24]3[C:29](=[O:30])[N:28]([CH2:31][C:32]4[CH:37]=[CH:36][C:35]([C:38]5[C:39]([C:44]#[N:45])=[CH:40][CH:41]=[CH:42][CH:43]=5)=[CH:34][CH:33]=4)[C:27]([CH2:46][CH2:47][CH3:48])=[N:26][C:25]=3[CH2:49][CH3:50])[C:16]=2[O:15]1. The catalyst is C(OCC)(=O)C. The product is [CH3:51][C:14]1([CH3:13])[CH2:18][C:17]2[CH:19]=[CH:20][CH:21]=[C:22]([O:23][C:24]3[C:29](=[O:30])[N:28]([CH2:31][C:32]4[CH:37]=[CH:36][C:35]([C:38]5[CH:43]=[CH:42][CH:41]=[CH:40][C:39]=5[C:44]5[NH:3][C:4](=[O:7])[O:5][N:45]=5)=[CH:34][CH:33]=4)[C:27]([CH2:46][CH2:47][CH3:48])=[N:26][C:25]=3[CH2:49][CH3:50])[C:16]=2[O:15]1. The yield is 0.490. (5) The reactants are C(OC(=O)[O:5][C:6]1[CH:11]=[C:10]([N+:12]([O-:14])=[O:13])[C:9]([F:15])=[CH:8][C:7]=1[Cl:16])C.C(=O)(O)[O-].[Na+]. The catalyst is CO.O. The product is [Cl:16][C:7]1[CH:8]=[C:9]([F:15])[C:10]([N+:12]([O-:14])=[O:13])=[CH:11][C:6]=1[OH:5]. The yield is 0.980.